Dataset: Full USPTO retrosynthesis dataset with 1.9M reactions from patents (1976-2016). Task: Predict the reactants needed to synthesize the given product. (1) Given the product [C:12]([C:3]1[C:2]([S:16][CH2:14][CH3:15])=[CH:7][C:6]([C:8]([F:11])([F:10])[F:9])=[CH:5][N:4]=1)#[N:13], predict the reactants needed to synthesize it. The reactants are: Cl[C:2]1[C:3]([C:12]#[N:13])=[N:4][CH:5]=[C:6]([C:8]([F:11])([F:10])[F:9])[CH:7]=1.[CH2:14]([SH:16])[CH3:15].CN(C=O)C.[H-].[Na+]. (2) Given the product [CH3:8][C:6]1[N:7]=[C:2]([C:25]2[CH:30]=[CH:29][CH:28]=[CH:27][N:26]=2)[C:3]2[CH2:12][CH2:11][NH:10][CH2:9][C:4]=2[N:5]=1, predict the reactants needed to synthesize it. The reactants are: Cl[C:2]1[C:3]2[CH2:12][CH2:11][N:10](C(OC(C)(C)C)=O)[CH2:9][C:4]=2[N:5]=[C:6]([CH3:8])[N:7]=1.C([Sn](CCCC)(CCCC)[C:25]1[CH:30]=[CH:29][CH:28]=[CH:27][N:26]=1)CCC. (3) Given the product [CH3:15][C:7]1[CH:12]=[C:11]([CH3:13])[CH:10]=[C:9]([CH3:14])[C:8]=1[OH:69], predict the reactants needed to synthesize it. The reactants are: C1C=CC=CC=1.[C:7]1([CH3:15])[CH:12]=[C:11]([CH3:13])[CH:10]=[C:9]([CH3:14])[CH:8]=1.O=O.C1(C2C=CC=CC=2)C=CC=CC=1.CC1C=C(C)C=C(C)C=1C1C=CC=CC=1.CC1C=C(C)C=C(C)C=1CC1C=C(C)C=C(C)C=1.C1([OH:69])C=CC=CC=1. (4) Given the product [Cl:26][C:27]1[CH:32]=[CH:31][CH:30]=[CH:29][C:28]=1[C:2]1[N:6]([S:7]([C:10]2[CH:11]=[N:12][CH:13]=[CH:14][CH:15]=2)(=[O:9])=[O:8])[CH:5]=[C:4]([CH2:16][N:17]([CH3:25])[C:18](=[O:24])[O:19][C:20]([CH3:23])([CH3:22])[CH3:21])[CH:3]=1, predict the reactants needed to synthesize it. The reactants are: Br[C:2]1[N:6]([S:7]([C:10]2[CH:11]=[N:12][CH:13]=[CH:14][CH:15]=2)(=[O:9])=[O:8])[CH:5]=[C:4]([CH2:16][N:17]([CH3:25])[C:18](=[O:24])[O:19][C:20]([CH3:23])([CH3:22])[CH3:21])[CH:3]=1.[Cl:26][C:27]1[CH:32]=[CH:31][CH:30]=[CH:29][C:28]=1B(O)O.C(=O)([O-])[O-].[Na+].[Na+]. (5) Given the product [C:34]([NH:33][C:30]1[CH:31]=[CH:32][C:27]([C:26]2[C:25]([C:23]#[N:24])=[C:37]([NH2:38])[N:22]=[C:20]([S:21][CH2:6][C:7]3[N:12]=[C:11]([CH2:13][CH2:14][C:15]([O:17][CH3:18])=[O:16])[CH:10]=[CH:9][CH:8]=3)[N:19]=2)=[CH:28][CH:29]=1)(=[O:36])[CH3:35], predict the reactants needed to synthesize it. The reactants are: CS(O[CH2:6][C:7]1[N:12]=[C:11]([CH2:13][CH2:14][C:15]([O:17][CH3:18])=[O:16])[CH:10]=[CH:9][CH:8]=1)(=O)=O.[NH2:19][C:20]([NH2:22])=[S:21].[C:23]([C:25]([C:37]#[N:38])=[CH:26][C:27]1[CH:32]=[CH:31][C:30]([NH:33][C:34](=[O:36])[CH3:35])=[CH:29][CH:28]=1)#[N:24].BrN1C(=O)CCC1=O. (6) Given the product [F:1][C:2]1[CH:31]=[CH:30][C:5]([O:6][C:7]2[CH:8]=[C:9]([CH:13]=[C:14]([NH:16][C:17]([N:19]3[CH2:20][CH2:21][C:22]([OH:29])([CH2:25][CH:26]([CH3:27])[CH3:28])[CH2:23][CH2:24]3)=[O:18])[CH:15]=2)[C:10]([O:12][C:52]2[CH:57]=[CH:56][C:55]([C:58]([CH3:70])([CH3:69])[C:59]([OH:61])=[O:60])=[CH:54][CH:53]=2)=[O:11])=[CH:4][CH:3]=1, predict the reactants needed to synthesize it. The reactants are: [F:1][C:2]1[CH:31]=[CH:30][C:5]([O:6][C:7]2[CH:8]=[C:9]([CH:13]=[C:14]([NH:16][C:17]([N:19]3[CH2:24][CH2:23][C:22]([OH:29])([CH2:25][CH:26]([CH3:28])[CH3:27])[CH2:21][CH2:20]3)=[O:18])[CH:15]=2)[C:10]([OH:12])=[O:11])=[CH:4][CH:3]=1.C1C=CC2N(O)N=NC=2C=1.C(N(C(C)C)CC)(C)C.O[C:52]1[CH:57]=[CH:56][C:55]([C:58]([CH3:70])([CH3:69])[C:59]([O:61]CC2C=CC=CC=2)=[O:60])=[CH:54][CH:53]=1. (7) Given the product [NH2:42][CH2:45][C@@H:46]1[O:50][C:49](=[O:51])[N:48]([C:52]2[CH:57]=[CH:56][C:55]([CH:58]([O:59][CH3:60])[O:61][CH3:62])=[C:54]([F:63])[CH:53]=2)[CH2:47]1, predict the reactants needed to synthesize it. The reactants are: C1(P(C2C=CC=CC=2)C2C=CC=CC=2)C=CC=CC=1.C1C=CC(CNC(CN2C3C(=CC=CC=3)C(C=O)=C2)=O)=CC=1.[N:42]([CH2:45][C@H:46]1[O:50][C:49](=[O:51])[N:48]([C:52]2[CH:57]=[CH:56][C:55]([CH:58]([O:61][CH3:62])[O:59][CH3:60])=[C:54]([F:63])[CH:53]=2)[CH2:47]1)=[N+]=[N-].C([BH3-])#N.[Na+]. (8) Given the product [CH3:71][Si:68]([CH3:69])([CH3:70])[CH2:67][CH2:66][O:65][CH2:64][N:39]([CH2:38][O:37][CH2:36][CH2:35][Si:34]([CH3:33])([CH3:72])[CH3:73])[C:40]1[N:45]2[N:46]=[CH:47][C:48]([C:10]3[CH:9]=[N:8][C:7]([C:1]4[CH:2]=[CH:3][CH:4]=[CH:5][CH:6]=4)=[CH:12][CH:11]=3)=[C:44]2[N:43]=[C:42]([CH2:50][CH:51]2[CH2:56][CH2:55][N:54]([C:57]([O:59][C:60]([CH3:63])([CH3:62])[CH3:61])=[O:58])[CH2:53][CH2:52]2)[CH:41]=1, predict the reactants needed to synthesize it. The reactants are: [C:1]1([C:7]2[CH:12]=[CH:11][C:10](B3OC(C)(C)C(C)(C)O3)=[CH:9][N:8]=2)[CH:6]=[CH:5][CH:4]=[CH:3][CH:2]=1.[O-]P([O-])([O-])=O.[K+].[K+].[K+].C(Cl)Cl.[CH3:33][Si:34]([CH3:73])([CH3:72])[CH2:35][CH2:36][O:37][CH2:38][N:39]([CH2:64][O:65][CH2:66][CH2:67][Si:68]([CH3:71])([CH3:70])[CH3:69])[C:40]1[N:45]2[N:46]=[CH:47][C:48](I)=[C:44]2[N:43]=[C:42]([CH2:50][CH:51]2[CH2:56][CH2:55][N:54]([C:57]([O:59][C:60]([CH3:63])([CH3:62])[CH3:61])=[O:58])[CH2:53][CH2:52]2)[CH:41]=1. (9) Given the product [Cl:1][C:2]1[CH:7]=[CH:6][C:5]([CH2:16][C:15]([OH:18])=[O:13])=[C:4]([O:11][CH3:12])[CH:3]=1, predict the reactants needed to synthesize it. The reactants are: [Cl:1][C:2]1[CH:7]=[CH:6][C:5](CC#N)=[C:4]([O:11][CH3:12])[CH:3]=1.[OH-:13].[K+].[CH2:15]([OH:18])[CH2:16]O. (10) Given the product [OH:17][CH2:16][CH2:15][C:12]1[CH:11]=[CH:10][C:9]([NH:8][C:6](=[O:7])[O:5][C:1]([CH3:3])([CH3:2])[CH3:4])=[N:14][CH:13]=1, predict the reactants needed to synthesize it. The reactants are: [C:1]([O:5][C:6]([NH:8][C:9]1[N:14]=[CH:13][C:12]([CH2:15][C:16](OCC)=[O:17])=[CH:11][CH:10]=1)=[O:7])([CH3:4])([CH3:3])[CH3:2].[Li+].[BH4-].CO.